This data is from Catalyst prediction with 721,799 reactions and 888 catalyst types from USPTO. The task is: Predict which catalyst facilitates the given reaction. (1) Reactant: [Br:1][C:2]1[CH:3]=[CH:4][C:5]2[CH:6]([CH:18]3[CH2:23][CH2:22][NH:21][CH2:20][CH2:19]3)[C:7]3[C:12]([S:13][C:14]=2[CH:15]=1)=[C:11]([O:16][CH3:17])[CH:10]=[CH:9][CH:8]=3.[CH3:24][C:25]([O:28][C:29](O[C:29]([O:28][C:25]([CH3:27])([CH3:26])[CH3:24])=[O:30])=[O:30])([CH3:27])[CH3:26].[OH-].[Na+]. Product: [C:25]([O:28][C:29]([N:21]1[CH2:20][CH2:19][CH:18]([CH:6]2[C:5]3[CH:4]=[CH:3][C:2]([Br:1])=[CH:15][C:14]=3[S:13][C:12]3[C:7]2=[CH:8][CH:9]=[CH:10][C:11]=3[O:16][CH3:17])[CH2:23][CH2:22]1)=[O:30])([CH3:27])([CH3:26])[CH3:24]. The catalyst class is: 12. (2) Reactant: [C:9](O[C:9]([O:11][C:12]([CH3:15])([CH3:14])[CH3:13])=[O:10])([O:11][C:12]([CH3:15])([CH3:14])[CH3:13])=[O:10].[F:16][C:17]1[CH:25]=[CH:24][C:23]([N+:26]([O-:28])=[O:27])=[CH:22][C:18]=1C(O)=O.C(O)(C)(C)C. Product: [F:16][C:17]1[CH:25]=[CH:24][C:23]([N+:26]([O-:28])=[O:27])=[CH:22][C:18]=1[C:9]([O:11][C:12]([CH3:13])([CH3:14])[CH3:15])=[O:10]. The catalyst class is: 7. (3) Reactant: [H-].[Al+3].[Li+].[H-].[H-].[H-].[C:7]1([C:19](OCC)=[O:20])[CH:8]=[N:9][N:10]2[CH:15]=[CH:14][C:13]3[O:16][CH:17]=[CH:18][C:12]=3[C:11]=12.O.O.O.O.O.O.O.O.O.O.S([O-])([O-])(=O)=O.[Na+].[Na+]. Product: [C:7]1([CH2:19][OH:20])[CH:8]=[N:9][N:10]2[CH:15]=[CH:14][C:13]3[O:16][CH:17]=[CH:18][C:12]=3[C:11]=12. The catalyst class is: 7. (4) Reactant: [OH:1][C:2]1[CH:3]=[C:4]([CH:9]=[C:10]([O:12][CH2:13][C:14]2[CH:19]=[CH:18][CH:17]=[CH:16][CH:15]=2)[CH:11]=1)[C:5]([O:7][CH3:8])=[O:6].C1(P(C2C=CC=CC=2)C2C=CC=CC=2)C=CC=CC=1.[CH3:39][O:40][CH2:41][C@H:42](O)[CH3:43].CC(OC(/N=N/C(OC(C)C)=O)=O)C. Product: [CH3:39][O:40][CH2:41][C@@H:42]([O:1][C:2]1[CH:3]=[C:4]([CH:9]=[C:10]([O:12][CH2:13][C:14]2[CH:19]=[CH:18][CH:17]=[CH:16][CH:15]=2)[CH:11]=1)[C:5]([O:7][CH3:8])=[O:6])[CH3:43]. The catalyst class is: 1. (5) Product: [F:42][C:36]1[C:37]([O:40][CH3:41])=[C:38]([CH3:39])[C:33]([CH2:32][OH:31])=[N:34][CH:35]=1. The catalyst class is: 4. Reactant: [F-].C([N+](CCCC)(CCCC)CCCC)CCC.O1CCCC1.[Si]([O:31][CH2:32][C:33]1[C:38]([CH3:39])=[C:37]([O:40][CH3:41])[C:36]([F:42])=[CH:35][N:34]=1)(C(C)(C)C)(C)C.